Dataset: Reaction yield outcomes from USPTO patents with 853,638 reactions. Task: Predict the reaction yield, written as a fraction of the theoretical maximum amount of product (1.0 means a 100% yield; for example, 0.34 means a 34% yield). (1) The reactants are [C:1]([N:4]1[CH2:9][CH2:8][CH:7]([C:10]([OH:12])=O)[CH2:6][CH2:5]1)(=[O:3])[CH3:2].S(Cl)(Cl)=O.[F:17][C:18]1[CH:23]=[CH:22][CH:21]=[C:20]([F:24])[CH:19]=1.[Cl-].[Al+3].[Cl-].[Cl-].Cl. The yield is 0.610. The catalyst is ClC(Cl)C. The product is [F:17][C:18]1[CH:19]=[C:20]([F:24])[CH:21]=[CH:22][C:23]=1[C:10]([CH:7]1[CH2:6][CH2:5][N:4]([C:1](=[O:3])[CH3:2])[CH2:9][CH2:8]1)=[O:12]. (2) The reactants are [CH3:1][NH2:2].Cl[C:4]1[CH:9]=[CH:8][C:7]([CH3:10])=[CH:6][C:5]=1[N+:11]([O-:13])=[O:12]. The catalyst is O.C(O)C. The product is [CH3:1][NH:2][C:4]1[CH:9]=[CH:8][C:7]([CH3:10])=[CH:6][C:5]=1[N+:11]([O-:13])=[O:12]. The yield is 0.930. (3) The reactants are [O:1]=[C:2]1[C:11]2[C:6](=[CH:7][CH:8]=[CH:9][CH:10]=2)[N:5]=[C:4]([CH2:12][CH2:13][CH2:14][C:15]([OH:17])=O)[NH:3]1.[N:18]1[CH:23]=[CH:22][CH:21]=[C:20]([O:24][C@H:25]2[CH2:30][CH2:29][C@H:28]([NH2:31])[CH2:27][CH2:26]2)[CH:19]=1. No catalyst specified. The product is [O:1]=[C:2]1[C:11]2[C:6](=[CH:7][CH:8]=[CH:9][CH:10]=2)[N:5]=[C:4]([CH2:12][CH2:13][CH2:14][C:15]([NH:31][C@H:28]2[CH2:27][CH2:26][C@H:25]([O:24][C:20]3[CH:19]=[N:18][CH:23]=[CH:22][CH:21]=3)[CH2:30][CH2:29]2)=[O:17])[NH:3]1. The yield is 0.150. (4) The reactants are [CH3:1][C:2]1[CH:3]=[CH:4][C:5]([CH2:8][C:9]2[CH:14]=[CH:13][C:12]([O:15][C:16]([N:18]3[CH2:23][CH2:22][CH:21]([OH:24])[CH2:20][CH2:19]3)=[O:17])=[CH:11][CH:10]=2)=[N:6][CH:7]=1.O[N:26]1[CH:30]=[CH:29][CH:28]=[N:27]1. No catalyst specified. The product is [CH3:1][C:2]1[CH:3]=[CH:4][C:5]([CH2:8][C:9]2[CH:10]=[CH:11][C:12]([O:15][C:16]([N:18]3[CH2:23][CH2:22][CH:21]([O:24][N:26]4[CH:30]=[CH:29][CH:28]=[N:27]4)[CH2:20][CH2:19]3)=[O:17])=[CH:13][CH:14]=2)=[N:6][CH:7]=1. The yield is 0.510. (5) The reactants are [CH2:1]([O:5][C:6]1[CH:10]=[C:9]([CH2:11][CH2:12][S:13]([NH2:16])(=[O:15])=[O:14])[N:8]([CH2:17][C:18]2[CH:23]=[CH:22][C:21]([Cl:24])=[CH:20][C:19]=2[Cl:25])[N:7]=1)[CH2:2][CH2:3][CH3:4].C(N(CC)C(C)C)(C)C.Cl[C:36]([O:38][CH2:39][CH:40]([CH3:42])[CH3:41])=[O:37]. The catalyst is CN(C)C(=O)C. The product is [CH2:1]([O:5][C:6]1[CH:10]=[C:9]([CH2:11][CH2:12][S:13]([NH:16][C:36](=[O:37])[O:38][CH2:39][CH:40]([CH3:42])[CH3:41])(=[O:14])=[O:15])[N:8]([CH2:17][C:18]2[CH:23]=[CH:22][C:21]([Cl:24])=[CH:20][C:19]=2[Cl:25])[N:7]=1)[CH2:2][CH2:3][CH3:4]. The yield is 0.750. (6) The yield is 0.970. The reactants are [CH3:1][O:2][C:3]([C:5]1[N:6]([CH:10]([C:12]([O:14][C:15]([CH3:18])([CH3:17])[CH3:16])=[O:13])[CH3:11])[CH:7]=[CH:8][CH:9]=1)=[O:4].C[Si]([N-][Si](C)(C)C)(C)C.[K+].C1(C)C=CC=CC=1.Br[CH2:37][C:38]1[CH:43]=[CH:42][C:41]([F:44])=[C:40]([Cl:45])[CH:39]=1.Cl. The product is [CH3:1][O:2][C:3]([C:5]1[N:6]([C:10]([C:12]([O:14][C:15]([CH3:16])([CH3:18])[CH3:17])=[O:13])([CH3:11])[CH2:37][C:38]2[CH:43]=[CH:42][C:41]([F:44])=[C:40]([Cl:45])[CH:39]=2)[CH:7]=[CH:8][CH:9]=1)=[O:4]. The catalyst is O1CCCC1. (7) The reactants are Cl[CH2:2][CH2:3][CH2:4][O:5][C:6]1[CH:15]=[C:14]2[C:9]([C:10]([NH:16][C:17]3[CH:21]=[C:20]([CH2:22][C:23]([OH:25])=[O:24])[NH:19][N:18]=3)=[N:11][CH:12]=[N:13]2)=[CH:8][C:7]=1[O:26][CH3:27].[OH:28][CH2:29][CH:30]1[CH2:35][CH2:34][NH:33][CH2:32][CH2:31]1.Cl. The catalyst is CC(N(C)C)=O. The product is [OH:28][CH2:29][CH:30]1[CH2:35][CH2:34][N:33]([CH2:2][CH2:3][CH2:4][O:5][C:6]2[CH:15]=[C:14]3[C:9]([C:10]([NH:16][C:17]4[CH:21]=[C:20]([CH2:22][C:23]([OH:25])=[O:24])[NH:19][N:18]=4)=[N:11][CH:12]=[N:13]3)=[CH:8][C:7]=2[O:26][CH3:27])[CH2:32][CH2:31]1. The yield is 0.600. (8) The reactants are C(OC([N:8]1[CH2:11][C:10]([O:13][C:14]2[CH:19]=[C:18]([Br:20])[CH:17]=[CH:16][C:15]=2[O:21][CH2:22][CH2:23][C:24]2[CH:29]=[CH:28][CH:27]=[CH:26][CH:25]=2)([CH3:12])[CH2:9]1)=O)(C)(C)C.C(O)(C(F)(F)F)=O. The yield is 0.770. The product is [Br:20][C:18]1[CH:17]=[CH:16][C:15]([O:21][CH2:22][CH2:23][C:24]2[CH:25]=[CH:26][CH:27]=[CH:28][CH:29]=2)=[C:14]([CH:19]=1)[O:13][C:10]1([CH3:12])[CH2:11][NH:8][CH2:9]1. The catalyst is C(Cl)Cl. (9) The reactants are [H-].[Na+].[OH:3][CH2:4][CH:5]1[O:9][N:8]=[C:7]([C:10]([O:12][CH2:13][CH3:14])=[O:11])[CH2:6]1.I[CH2:16][CH3:17]. The catalyst is CN(C=O)C. The product is [CH2:16]([O:3][CH2:4][CH:5]1[O:9][N:8]=[C:7]([C:10]([O:12][CH2:13][CH3:14])=[O:11])[CH2:6]1)[CH3:17]. The yield is 0.400. (10) The yield is 0.610. The product is [C:1]([O:5][C:6]([NH:8][C@H:9]1[CH2:14][CH2:13][CH2:12][N:11]([C:15]2[CH:20]=[CH:19][N:18]=[CH:17][C:16]=2[NH:21][C:22]([C:24]2[C:33]([NH:34][C:35](=[O:44])[O:36][CH2:37][C:38]3[CH:39]=[CH:40][CH:41]=[CH:42][CH:43]=3)=[CH:32][C:31]3[C:26](=[CH:27][C:28]([CH:45]=[O:50])=[CH:29][CH:30]=3)[N:25]=2)=[O:23])[CH2:10]1)=[O:7])([CH3:4])([CH3:2])[CH3:3]. The catalyst is O.[Os](=O)(=O)(=O)=O. The reactants are [C:1]([O:5][C:6]([NH:8][C@H:9]1[CH2:14][CH2:13][CH2:12][N:11]([C:15]2[CH:20]=[CH:19][N:18]=[CH:17][C:16]=2[NH:21][C:22]([C:24]2[C:33]([NH:34][C:35](=[O:44])[O:36][CH2:37][C:38]3[CH:43]=[CH:42][CH:41]=[CH:40][CH:39]=3)=[CH:32][C:31]3[C:26](=[CH:27][C:28]([CH:45]=C)=[CH:29][CH:30]=3)[N:25]=2)=[O:23])[CH2:10]1)=[O:7])([CH3:4])([CH3:3])[CH3:2].C1C[O:50]CC1.I([O-])(=O)(=O)=O.[Na+].